From a dataset of Full USPTO retrosynthesis dataset with 1.9M reactions from patents (1976-2016). Predict the reactants needed to synthesize the given product. Given the product [F:36][C:37]([F:47])([F:48])[C:38]1[CH:39]=[C:40]([C:41]([F:42])([F:43])[F:44])[N:22]=[C:21]([N:19]2[CH2:18][CH:16]3[CH:15]([CH2:14][N:13]([C:11]([C:10]4[C:24]([N:28]5[N:32]=[CH:31][CH:30]=[N:29]5)=[CH:25][CH:26]=[CH:27][C:9]=4[F:8])=[O:12])[CH2:17]3)[CH2:20]2)[N:23]=1, predict the reactants needed to synthesize it. The reactants are: OC(C(F)(F)F)=O.[F:8][C:9]1[CH:27]=[CH:26][CH:25]=[C:24]([N:28]2[N:32]=[CH:31][CH:30]=[N:29]2)[C:10]=1[C:11]([N:13]1[CH2:17][CH:16]2[CH2:18][N:19]([C:21](=[NH:23])[NH2:22])[CH2:20][CH:15]2[CH2:14]1)=[O:12].C[O-].[Na+].[F:36][C:37]([F:48])([F:47])[C:38](=O)[CH2:39][C:40](=O)[C:41]([F:44])([F:43])[F:42].